This data is from Forward reaction prediction with 1.9M reactions from USPTO patents (1976-2016). The task is: Predict the product of the given reaction. (1) Given the reactants [CH3:1][C:2]1[CH:7]=[C:6]([CH3:8])[CH:5]=[C:4]([CH3:9])[C:3]=1[S:10]([N:13]([CH2:28][C:29]1[CH:34]=[CH:33][C:32]([O:35]C2CCCCO2)=[C:31]([CH3:42])[CH:30]=1)[C:14]1[CH:19]=[CH:18][C:17]([O:20][CH2:21][CH2:22][N:23]2[CH2:27][CH2:26][CH2:25][CH2:24]2)=[CH:16][CH:15]=1)(=[O:12])=[O:11].Cl, predict the reaction product. The product is: [OH:35][C:32]1[CH:33]=[CH:34][C:29]([CH2:28][N:13]([C:14]2[CH:19]=[CH:18][C:17]([O:20][CH2:21][CH2:22][N:23]3[CH2:24][CH2:25][CH2:26][CH2:27]3)=[CH:16][CH:15]=2)[S:10]([C:3]2[C:2]([CH3:1])=[CH:7][C:6]([CH3:8])=[CH:5][C:4]=2[CH3:9])(=[O:12])=[O:11])=[CH:30][C:31]=1[CH3:42]. (2) Given the reactants C(OC(=O)[NH:7][C@H:8]([CH2:33][C:34]1[CH:39]=[C:38]([F:40])[C:37]([F:41])=[CH:36][C:35]=1[F:42])[CH2:9][C:10]([N:12]1[CH2:17][CH2:16][N:15]2[C:18]([C:29]([F:32])([F:31])[F:30])=[N:19][C:20]([C:21]([N:23]3[CH2:27][CH2:26][C@H:25]([F:28])[CH2:24]3)=[O:22])=[C:14]2[CH2:13]1)=[O:11])(C)(C)C.[ClH:44], predict the reaction product. The product is: [ClH:44].[NH2:7][C@H:8]([CH2:33][C:34]1[CH:39]=[C:38]([F:40])[C:37]([F:41])=[CH:36][C:35]=1[F:42])[CH2:9][C:10]([N:12]1[CH2:17][CH2:16][N:15]2[C:18]([C:29]([F:32])([F:31])[F:30])=[N:19][C:20]([C:21]([N:23]3[CH2:27][CH2:26][C@H:25]([F:28])[CH2:24]3)=[O:22])=[C:14]2[CH2:13]1)=[O:11]. (3) Given the reactants CS[C:3]1[N:8]=[CH:7][C:6]2=[CH:9][CH:10]=[C:11]([C:12]3[CH:17]=[CH:16][CH:15]=[CH:14][N:13]=3)[N:5]2[N:4]=1.[C:18](O)(=O)C.OO.[O-:24][S:25]([O-:28])(=S)=O.[Na+].[Na+].C([O-])(O)=O.[Na+], predict the reaction product. The product is: [CH3:18][S:25]([C:3]1[N:8]=[CH:7][C:6]2=[CH:9][CH:10]=[C:11]([C:12]3[CH:17]=[CH:16][CH:15]=[CH:14][N:13]=3)[N:5]2[N:4]=1)(=[O:28])=[O:24]. (4) Given the reactants [Cl:1][C:2]1[CH:3]=[CH:4][C:5]([O:8][CH:9]2[CH2:14][CH2:13][N:12](C(OC(C)(C)C)=O)[CH2:11][CH2:10]2)=[N:6][CH:7]=1.Cl, predict the reaction product. The product is: [ClH:1].[Cl:1][C:2]1[CH:3]=[CH:4][C:5]([O:8][CH:9]2[CH2:14][CH2:13][NH:12][CH2:11][CH2:10]2)=[N:6][CH:7]=1. (5) The product is: [CH:1]([N:4]1[CH:9]2[CH2:10][C:11](=[N:21][OH:22])[CH2:12][CH:5]1[CH2:6][O:7][CH2:8]2)([CH3:3])[CH3:2]. Given the reactants [CH:1]([N:4]1[CH:9]2[CH2:10][C:11](=O)[CH2:12][CH:5]1[CH2:6][O:7][CH2:8]2)([CH3:3])[CH3:2].N1C=CC=CC=1.Cl.[NH2:21][OH:22], predict the reaction product. (6) The product is: [CH2:41]([NH:43][C:4]([C:6]1[C:7](=[O:40])[C:8]2[CH:13]=[N:12][C:11]([NH:14][C:15]3[CH:16]=[CH:17][C:18]([CH2:21][CH2:22][N:23]4[CH2:28][CH2:27][O:26][CH2:25][CH2:24]4)=[CH:19][CH:20]=3)=[N:10][C:9]=2[N:29]([C:31]2[CH:32]=[C:33]3[C:37](=[CH:38][CH:39]=2)[CH2:36][CH2:35][CH2:34]3)[CH:30]=1)=[O:5])[CH3:42]. Given the reactants C(O[C:4]([C:6]1[C:7](=[O:40])[C:8]2[CH:13]=[N:12][C:11]([NH:14][C:15]3[CH:20]=[CH:19][C:18]([CH2:21][CH2:22][N:23]4[CH2:28][CH2:27][O:26][CH2:25][CH2:24]4)=[CH:17][CH:16]=3)=[N:10][C:9]=2[N:29]([C:31]2[CH:32]=[C:33]3[C:37](=[CH:38][CH:39]=2)[CH2:36][CH2:35][CH2:34]3)[CH:30]=1)=[O:5])C.[CH2:41]([NH2:43])[CH3:42], predict the reaction product. (7) Given the reactants [F:1][C:2]1[CH:7]=[C:6]([F:8])[CH:5]=[CH:4][C:3]=1[C:9]1[CH:14]=[C:13]([N:15]2[C:19]3[CH:20]=[CH:21][C:22]([C:24]4[CH:25]=[N:26][N:27]([CH3:29])[CH:28]=4)=[CH:23][C:18]=3[N:17]=[CH:16]2)[CH:12]=[C:11]([NH:30]C(=O)C)[CH:10]=1.[CH:34]1([S:37](Cl)(=[O:39])=[O:38])[CH2:36][CH2:35]1, predict the reaction product. The product is: [F:1][C:2]1[CH:7]=[C:6]([F:8])[CH:5]=[CH:4][C:3]=1[C:9]1[CH:14]=[C:13]([N:15]2[C:19]3[CH:20]=[CH:21][C:22]([C:24]4[CH:25]=[N:26][N:27]([CH3:29])[CH:28]=4)=[CH:23][C:18]=3[N:17]=[CH:16]2)[CH:12]=[C:11]([NH:30][S:37]([CH:34]2[CH2:36][CH2:35]2)(=[O:39])=[O:38])[CH:10]=1.